From a dataset of Reaction yield outcomes from USPTO patents with 853,638 reactions. Predict the reaction yield, written as a fraction of the theoretical maximum amount of product (1.0 means a 100% yield; for example, 0.34 means a 34% yield). (1) The reactants are [NH2:1][C:2]1[CH:3]=[CH:4][C:5]2[CH2:9][O:8][B:7]([OH:10])[C:6]=2[CH:11]=1.C(=O)([O-])[O-].[K+].[K+].[C:18]([NH:21][C:22]1[N:27]=[CH:26][C:25]([S:28](Cl)(=[O:30])=[O:29])=[C:24]([Cl:32])[CH:23]=1)(=[O:20])[CH3:19]. The catalyst is CC#N. The product is [Cl:32][C:24]1[C:25]([S:28](=[O:29])(=[O:30])[NH:1][C:2]2[CH:3]=[CH:4][C:5]3[CH2:9][O:8][B:7]([OH:10])[C:6]=3[CH:11]=2)=[CH:26][N:27]=[C:22]([NH:21][C:18](=[O:20])[CH3:19])[CH:23]=1. The yield is 0.280. (2) The reactants are [F:1][C:2]1[C:3]([N+:16]([O-])=O)=[CH:4][C:5]([N+:13]([O-])=O)=[C:6](/[CH:8]=[CH:9]/N(C)C)[CH:7]=1. The catalyst is [Ni].CCO. The product is [F:1][C:2]1[CH:7]=[C:6]2[C:5](=[CH:4][C:3]=1[NH2:16])[NH:13][CH:9]=[CH:8]2. The yield is 0.160. (3) The reactants are C([O:5][C:6](=[N:34][NH:35][C:36]([NH2:38])=[O:37])[CH2:7][C@H:8]([NH:11][C:12](=[O:33])[C@H:13]([CH2:29][CH:30]([CH3:32])[CH3:31])[NH:14][C:15](=[O:28])[CH2:16][O:17][C:18]1[C:27]2[C:22](=[CH:23][CH:24]=[CH:25][CH:26]=2)[CH:21]=[CH:20][CH:19]=1)[CH:9]=[O:10])(C)(C)C.C1(OC)C=CC=CC=1.FC(F)(F)C(O)=O. The catalyst is C(Cl)Cl. The product is [C:18]1([O:17][CH2:16][C:15]([NH:14][C@H:13]([C:12]([NH:11][C@H:8]([CH:9]=[O:10])[CH2:7][C:6](=[N:34][NH:35][C:36]([NH2:38])=[O:37])[OH:5])=[O:33])[CH2:29][CH:30]([CH3:32])[CH3:31])=[O:28])[C:27]2[C:22](=[CH:23][CH:24]=[CH:25][CH:26]=2)[CH:21]=[CH:20][CH:19]=1. The yield is 1.00.